This data is from Reaction yield outcomes from USPTO patents with 853,638 reactions. The task is: Predict the reaction yield, written as a fraction of the theoretical maximum amount of product (1.0 means a 100% yield; for example, 0.34 means a 34% yield). The reactants are N=[C:2]1[CH:7]=[CH:6][CH:5]=[CH:4][N:3]1[NH:8][C:9]([N:11]1C=CN=C1)=[S:10].Cl[CH2:17][C:18]1[N:19](C)[CH:20]=[C:21]([C:23]2[CH:28]=[CH:27][CH:26]=[CH:25][CH:24]=2)[N:22]=1.[CH2:30](O)CC. No catalyst specified. The product is [CH3:30][SH:10]([CH2:17][C:18]1[NH:19][CH:20]=[C:21]([C:23]2[CH:28]=[CH:27][CH:26]=[CH:25][CH:24]=2)[N:22]=1)[C:9]1[N:11]=[C:4]2[CH:5]=[CH:6][CH:7]=[CH:2][N:3]2[N:8]=1. The yield is 0.620.